From a dataset of Reaction yield outcomes from USPTO patents with 853,638 reactions. Predict the reaction yield, written as a fraction of the theoretical maximum amount of product (1.0 means a 100% yield; for example, 0.34 means a 34% yield). The reactants are [CH3:1][O:2][CH2:3][CH2:4][CH2:5][CH2:6][C@@:7]([C:15]1[CH:20]=[CH:19][CH:18]=[CH:17][C:16]=1[O:21][C:22]1[CH:27]=[CH:26][CH:25]=[CH:24][CH:23]=1)([C@@H:9]1[CH2:14][CH2:13][CH2:12][NH:11][CH2:10]1)[OH:8].[C:28]([O:32][C:33]([NH:35][C@H:36]1[CH2:40][CH2:39][C@@H:38]([C:41](O)=[O:42])[CH2:37]1)=[O:34])([CH3:31])([CH3:30])[CH3:29].CCN(C(C)C)C(C)C.CN(C(ON1N=NC2C=CC=CC1=2)=[N+](C)C)C.F[P-](F)(F)(F)(F)F.C1C=CC2N(O)N=NC=2C=1. The catalyst is CN(C=O)C. The yield is 0.670. The product is [C:28]([O:32][C:33]([NH:35][C@H:36]1[CH2:40][CH2:39][C@@H:38]([C:41]([N:11]2[CH2:12][CH2:13][CH2:14][C@@H:9]([C@:7]([OH:8])([C:15]3[CH:20]=[CH:19][CH:18]=[CH:17][C:16]=3[O:21][C:22]3[CH:27]=[CH:26][CH:25]=[CH:24][CH:23]=3)[CH2:6][CH2:5][CH2:4][CH2:3][O:2][CH3:1])[CH2:10]2)=[O:42])[CH2:37]1)=[O:34])([CH3:31])([CH3:30])[CH3:29].